This data is from Reaction yield outcomes from USPTO patents with 853,638 reactions. The task is: Predict the reaction yield, written as a fraction of the theoretical maximum amount of product (1.0 means a 100% yield; for example, 0.34 means a 34% yield). (1) The reactants are Br[C:2]1[CH:3]=[C:4]([CH:9]2[CH2:11][CH2:10]2)[C:5]([NH2:8])=[N:6][CH:7]=1.[CH3:12][C:13]1([CH3:29])[C:17]([CH3:19])([CH3:18])[O:16][B:15]([B:15]2[O:16][C:17]([CH3:19])([CH3:18])[C:13]([CH3:29])([CH3:12])[O:14]2)[O:14]1.C([O-])(=O)C.[K+]. The catalyst is O1CCOCC1.C1C=CC(/C=C/C(/C=C/C2C=CC=CC=2)=O)=CC=1.C1C=CC(/C=C/C(/C=C/C2C=CC=CC=2)=O)=CC=1.C1C=CC(/C=C/C(/C=C/C2C=CC=CC=2)=O)=CC=1.[Pd].[Pd].C1(P(C2CCCCC2)C2CCCCC2)CCCCC1. The product is [CH:9]1([C:4]2[C:5]([NH2:8])=[N:6][CH:7]=[C:2]([B:15]3[O:16][C:17]([CH3:19])([CH3:18])[C:13]([CH3:29])([CH3:12])[O:14]3)[CH:3]=2)[CH2:11][CH2:10]1. The yield is 0.570. (2) The reactants are [CH3:1][C:2]1([CH2:7][CH2:8][CH:9]([CH2:13][CH2:14][CH2:15][CH2:16][CH3:17])[C:10](=[O:12])[CH3:11])OCC[O:3]1.O.Cl. The catalyst is O1CCCC1. The product is [CH2:13]([CH:9]([CH2:8][CH2:7][C:2](=[O:3])[CH3:1])[C:10](=[O:12])[CH3:11])[CH2:14][CH2:15][CH2:16][CH3:17]. The yield is 0.830.